From a dataset of Reaction yield outcomes from USPTO patents with 853,638 reactions. Predict the reaction yield, written as a fraction of the theoretical maximum amount of product (1.0 means a 100% yield; for example, 0.34 means a 34% yield). (1) The reactants are [C:1]([O:5][C:6]([NH:8][C:9]1([CH2:15][C:16]([OH:18])=[O:17])[CH2:14][CH2:13][O:12][CH2:11][CH2:10]1)=[O:7])([CH3:4])([CH3:3])[CH3:2].Br[CH2:20][C:21]([C:23]1[CH:28]=[CH:27][C:26]([O:29][C:30]([F:33])([F:32])[F:31])=[CH:25][CH:24]=1)=[O:22]. No catalyst specified. The product is [C:1]([O:5][C:6]([NH:8][C:9]1([CH2:15][C:16]([O:18][CH2:20][C:21](=[O:22])[C:23]2[CH:28]=[CH:27][C:26]([O:29][C:30]([F:31])([F:32])[F:33])=[CH:25][CH:24]=2)=[O:17])[CH2:14][CH2:13][O:12][CH2:11][CH2:10]1)=[O:7])([CH3:4])([CH3:2])[CH3:3]. The yield is 1.05. (2) The reactants are CC1(C)[O:6][C@@H:5]([CH2:7][O:8][NH:9][C:10]([C:12]2[O:20][C:19]3[C:18]([Br:21])=[CH:17][N:16]=[CH:15][C:14]=3[C:13]=2[NH:22][C:23]2[CH:28]=[CH:27][C:26]([I:29])=[CH:25][C:24]=2[F:30])=[O:11])[CH2:4][O:3]1.Cl. No catalyst specified. The product is [OH:6][C@H:5]([CH2:4][OH:3])[CH2:7][O:8][NH:9][C:10]([C:12]1[O:20][C:19]2[C:18]([Br:21])=[CH:17][N:16]=[CH:15][C:14]=2[C:13]=1[NH:22][C:23]1[CH:28]=[CH:27][C:26]([I:29])=[CH:25][C:24]=1[F:30])=[O:11]. The yield is 0.770. (3) The reactants are [OH:1]O.[CH3:3][NH:4][C:5](=[O:37])[CH2:6][CH2:7][CH2:8][C:9]1[CH:14]=[CH:13][C:12]([N:15]2[C:22](=S)[N:21]([C:24]3[CH:29]=[CH:28][C:27]([C:30]#[N:31])=[C:26]([C:32]([F:35])([F:34])[F:33])[CH:25]=3)[C:20](=[O:36])[C:16]32[CH2:19][CH2:18][CH2:17]3)=[CH:11][CH:10]=1. The catalyst is C(O)(=O)C. The product is [CH3:3][NH:4][C:5](=[O:37])[CH2:6][CH2:7][CH2:8][C:9]1[CH:14]=[CH:13][C:12]([N:15]2[C:22](=[O:1])[N:21]([C:24]3[CH:29]=[CH:28][C:27]([C:30]#[N:31])=[C:26]([C:32]([F:35])([F:34])[F:33])[CH:25]=3)[C:20](=[O:36])[C:16]32[CH2:19][CH2:18][CH2:17]3)=[CH:11][CH:10]=1. The yield is 0.940. (4) The reactants are [BH4-].[Li+].[Cl:3][C:4]1[CH:5]=[CH:6][C:7]([C:27](OC)=[O:28])=[C:8]2[C:12]=1[N:11]=[C:10]1[N:13]([C:17]3[C:18]([CH3:26])=[N:19][C:20]([O:24][CH3:25])=[N:21][C:22]=3[CH3:23])[CH2:14][CH2:15][CH2:16][N:9]21. The yield is 0.980. The product is [Cl:3][C:4]1[C:12]2[N:11]=[C:10]3[N:13]([C:17]4[C:18]([CH3:26])=[N:19][C:20]([O:24][CH3:25])=[N:21][C:22]=4[CH3:23])[CH2:14][CH2:15][CH2:16][N:9]3[C:8]=2[C:7]([CH2:27][OH:28])=[CH:6][CH:5]=1. The catalyst is O1CCCC1. (5) The reactants are C([O:4][C@H:5]1[CH2:22][CH2:21][C@@:20]2([CH3:23])[C@@H:7]([CH2:8][CH2:9][C@:10]3([CH3:52])[C@@H:19]2[CH2:18][CH2:17][C@H:16]2[C@@:11]3([CH3:51])[CH2:12][CH2:13][C@@:14]3([C:30]([NH:32][C@@H:33]4[CH2:36][C@H:35]([C:37]([NH:39][C@@H:40]([CH2:45][CH:46]([CH3:48])[CH3:47])[C:41]([O:43]C)=[O:42])=[O:38])[C:34]4([CH3:50])[CH3:49])=[O:31])[CH2:26][CH2:25][C@@H:24]([C:27]([CH3:29])=[CH2:28])[C@@H:15]32)[C:6]1([CH3:54])[CH3:53])(=O)C.[OH-].[Na+]. The catalyst is CO.C1COCC1. The product is [OH:4][C@H:5]1[CH2:22][CH2:21][C@@:20]2([CH3:23])[C@@H:7]([CH2:8][CH2:9][C@:10]3([CH3:52])[C@@H:19]2[CH2:18][CH2:17][C@H:16]2[C@@:11]3([CH3:51])[CH2:12][CH2:13][C@@:14]3([C:30]([NH:32][C@@H:33]4[CH2:36][C@H:35]([C:37]([NH:39][C@@H:40]([CH2:45][CH:46]([CH3:47])[CH3:48])[C:41]([OH:43])=[O:42])=[O:38])[C:34]4([CH3:50])[CH3:49])=[O:31])[CH2:26][CH2:25][C@@H:24]([C:27]([CH3:29])=[CH2:28])[C@@H:15]32)[C:6]1([CH3:53])[CH3:54]. The yield is 0.567. (6) The reactants are [F:1][C:2]1[CH:18]=[CH:17][CH:16]=[C:15]([CH2:19][CH:20]=[CH:21][C:22]2[CH:27]=[CH:26][CH:25]=[CH:24][CH:23]=2)[C:3]=1[CH2:4][NH:5][S:6]([CH2:9][CH2:10][C:11]([O:13][CH3:14])=[O:12])(=[O:8])=[O:7].C1(=O)C=CC(=O)C=C1.[Cl-].[Li+].C(=O)([O-])[O-].[Na+].[Na+]. The catalyst is C1COCC1.C(OCC)C. The product is [CH2:21]([C:20]1[N:5]([S:6]([CH2:9][CH2:10][C:11]([O:13][CH3:14])=[O:12])(=[O:7])=[O:8])[CH2:4][C:3]2[C:15]([CH:19]=1)=[CH:16][CH:17]=[CH:18][C:2]=2[F:1])[C:22]1[CH:23]=[CH:24][CH:25]=[CH:26][CH:27]=1. The yield is 0.460. (7) The reactants are [Cl-].[Cl-].[CH-:3]1[CH:7]=[CH:6][CH:5]=[CH:4]1.[CH-:8]1[CH:12]=[CH:11][CH:10]=[CH:9]1.[Ti+2:13].C[Li]. The catalyst is CCOCC.O. The product is [CH3:8][C-:3]1[CH:7]=[CH:6][CH:5]=[CH:4]1.[C-:8]1([CH3:3])[CH:12]=[CH:11][CH:10]=[CH:9]1.[Ti+2:13]. The yield is 0.980. (8) The reactants are [OH:1][CH2:2][CH2:3][CH2:4][O:5][C:6]1[CH:13]=[CH:12][C:9]([C:10]#[N:11])=[CH:8][N:7]=1.O[C:15]1[CH:16]=[C:17]2[C:21](=[CH:22][CH:23]=1)[C@H:20]([CH2:24][C:25]([O:27][CH2:28][CH3:29])=[O:26])[CH2:19][CH2:18]2.C1(P(C2C=CC=CC=2)C2C=CC=CC=2)C=CC=CC=1.N(C(N1CCCCC1)=O)=NC(N1CCCCC1)=O. The catalyst is C1COCC1. The product is [C:10]([C:9]1[CH:12]=[CH:13][C:6]([O:5][CH2:4][CH2:3][CH2:2][O:1][C:15]2[CH:16]=[C:17]3[C:21](=[CH:22][CH:23]=2)[C@H:20]([CH2:24][C:25]([O:27][CH2:28][CH3:29])=[O:26])[CH2:19][CH2:18]3)=[N:7][CH:8]=1)#[N:11]. The yield is 0.800.